From a dataset of Forward reaction prediction with 1.9M reactions from USPTO patents (1976-2016). Predict the product of the given reaction. (1) Given the reactants I[C:2]1[CH:3]=[CH:4][C:5]([NH:8][C:9](=[O:20])[CH2:10][CH2:11][NH:12][C:13](=[O:19])[O:14][C:15]([CH3:18])([CH3:17])[CH3:16])=[N:6][CH:7]=1.CC1(C)C(C)(C)OB([C:29]2[CH:30]=[C:31]3[CH:37]=[CH:36][NH:35][C:32]3=[N:33][CH:34]=2)O1.C([O-])([O-])=O.[K+].[K+], predict the reaction product. The product is: [O:20]=[C:9]([NH:8][C:5]1[CH:4]=[CH:3][C:2]([C:29]2[CH:30]=[C:31]3[CH:37]=[CH:36][NH:35][C:32]3=[N:33][CH:34]=2)=[CH:7][N:6]=1)[CH2:10][CH2:11][NH:12][C:13](=[O:19])[O:14][C:15]([CH3:18])([CH3:17])[CH3:16]. (2) Given the reactants [Cl:1][C:2]1[C:10]([Cl:11])=[CH:9][CH:8]=[CH:7][C:3]=1[C:4]([OH:6])=O.[CH3:12][N:13]1[CH:17]=[C:16]([CH:18]([CH:21]2[CH2:26][CH2:25][O:24][CH2:23][CH2:22]2)[CH2:19][NH2:20])[CH:15]=[N:14]1, predict the reaction product. The product is: [Cl:1][C:2]1[C:10]([Cl:11])=[CH:9][CH:8]=[CH:7][C:3]=1[C:4]([NH:20][CH2:19][CH:18]([C:16]1[CH:15]=[N:14][N:13]([CH3:12])[CH:17]=1)[CH:21]1[CH2:22][CH2:23][O:24][CH2:25][CH2:26]1)=[O:6]. (3) The product is: [ClH:22].[N+:1]([C:4]1[CH:9]=[CH:8][C:7]([N:10]2[CH2:15][CH2:14][CH:13]([C:16]([Cl:22])=[O:18])[CH2:12][CH2:11]2)=[CH:6][CH:5]=1)([O-:3])=[O:2]. Given the reactants [N+:1]([C:4]1[CH:9]=[CH:8][C:7]([N:10]2[CH2:15][CH2:14][CH:13]([C:16]([OH:18])=O)[CH2:12][CH2:11]2)=[CH:6][CH:5]=1)([O-:3])=[O:2].C(Cl)(=O)C([Cl:22])=O, predict the reaction product. (4) The product is: [CH3:16][O:17][C:18](=[O:29])[CH:19]([NH:20][C:10]1[CH:11]=[CH:12][CH:13]=[CH:14][C:9]=1[C:1](=[O:8])[C:2]1[CH:3]=[CH:4][CH:5]=[CH:6][CH:7]=1)[CH2:21][C:22]1[CH:27]=[CH:26][C:25]([OH:28])=[CH:24][CH:23]=1. Given the reactants [C:1]([CH:9]1[CH2:14][CH2:13][CH2:12][CH2:11][C:10]1=O)(=[O:8])[C:2]1[CH:7]=[CH:6][CH:5]=[CH:4][CH:3]=1.[CH3:16][O:17][C:18](=[O:29])[C@H:19]([CH2:21][C:22]1[CH:27]=[CH:26][C:25]([OH:28])=[CH:24][CH:23]=1)[NH2:20].O.CO, predict the reaction product. (5) Given the reactants [C:1]1([OH:7])[CH:6]=[CH:5][CH:4]=[CH:3][CH:2]=1.[CH:8]([Cl:11])([Cl:10])[Cl:9], predict the reaction product. The product is: [C:1]1([OH:7])[CH:6]=[CH:5][CH:4]=[CH:3][CH:2]=1.[CH:8]([Cl:11])([Cl:10])[Cl:9]. (6) Given the reactants [CH3:1][C:2]1[CH:10]=[CH:9][C:5]([C:6](O)=[O:7])=[CH:4][CH:3]=1.Cl.CN(C)CCCN=C=NCC.[CH3:23][S:24]([NH2:27])(=[O:26])=[O:25].O, predict the reaction product. The product is: [CH3:1][C:2]1[CH:10]=[CH:9][C:5]([C:6]([NH:27][S:24]([CH3:23])(=[O:26])=[O:25])=[O:7])=[CH:4][CH:3]=1. (7) Given the reactants [C:1]1([CH:7]([CH3:11])[CH2:8][CH:9]=[O:10])[CH:6]=[CH:5][CH:4]=[CH:3][CH:2]=1.[CH3:12][Mg]Cl, predict the reaction product. The product is: [C:1]1([CH:7]([CH3:11])[CH2:8][CH:9]([OH:10])[CH3:12])[CH:6]=[CH:5][CH:4]=[CH:3][CH:2]=1.